Dataset: Forward reaction prediction with 1.9M reactions from USPTO patents (1976-2016). Task: Predict the product of the given reaction. (1) Given the reactants [Br:1][C:2]1[CH:26]=[C:25]([F:27])[CH:24]=[CH:23][C:3]=1[O:4][CH:5]1[CH2:10][CH2:9][N:8]([S:11]([CH2:14][CH:15]([CH2:19][CH:20]([CH3:22])[CH3:21])[C:16]([OH:18])=[O:17])(=[O:13])=[O:12])[CH2:7][CH2:6]1.[C:28](Cl)(=O)C(Cl)=O, predict the reaction product. The product is: [Br:1][C:2]1[CH:26]=[C:25]([F:27])[CH:24]=[CH:23][C:3]=1[O:4][CH:5]1[CH2:6][CH2:7][N:8]([S:11]([CH2:14][CH:15]([CH2:19][CH:20]([CH3:22])[CH3:21])[C:16]([O:18][CH3:28])=[O:17])(=[O:13])=[O:12])[CH2:9][CH2:10]1. (2) The product is: [NH:21]1[C:22]2[C:27](=[CH:26][CH:25]=[CH:24][CH:23]=2)[C:19]([CH2:18][N:15]2[CH2:14][CH2:13][CH2:12][C:11]3([CH2:10][CH2:9][N:8]([C:6]4[CH:5]=[CH:4][CH:3]=[C:2]([CH3:1])[N:7]=4)[CH2:39][CH2:38]3)[C:16]2=[O:17])=[CH:20]1. Given the reactants [CH3:1][C:2]1[N:7]=[C:6]([N:8]2[CH2:39][CH2:38][C:11]3([C:16](=[O:17])[N:15]([CH2:18][C:19]4[C:27]5[C:22](=[CH:23][CH:24]=[CH:25][CH:26]=5)[N:21](S(C5C=CC(C)=CC=5)(=O)=O)[CH:20]=4)[CH2:14][CH2:13][CH2:12]3)[CH2:10][CH2:9]2)[CH:5]=[CH:4][CH:3]=1.C([O-])([O-])=O.[Cs+].[Cs+], predict the reaction product. (3) Given the reactants [O:1]1[C:5]2[CH:6]=[CH:7][CH:8]=[CH:9][C:4]=2[CH:3]=[C:2]1[C:10]1[N:14]2[N:15]=[C:16](Cl)[CH:17]=[CH:18][C:13]2=[N:12][CH:11]=1.[NH2:20][CH2:21][CH:22]([OH:26])[CH:23]([CH3:25])[CH3:24], predict the reaction product. The product is: [O:1]1[C:5]2[CH:6]=[CH:7][CH:8]=[CH:9][C:4]=2[CH:3]=[C:2]1[C:10]1[N:14]2[N:15]=[C:16]([NH:20][CH2:21][CH:22]([OH:26])[CH:23]([CH3:25])[CH3:24])[CH:17]=[CH:18][C:13]2=[N:12][CH:11]=1. (4) The product is: [NH2:4][CH2:3][C:2]([NH:13][C:14]1[C:23]([CH3:24])=[N:22][C:21]2[C:16]([N:15]=1)=[C:17]([C:25]1[NH:33][C:32]3[CH2:31][CH2:30][NH:29][C:28](=[O:34])[C:27]=3[CH:26]=1)[CH:18]=[CH:19][CH:20]=2)([CH3:12])[CH3:1]. Given the reactants [CH3:1][C:2]([NH:13][C:14]1[C:23]([CH3:24])=[N:22][C:21]2[C:16](=[C:17]([C:25]3[NH:33][C:32]4[CH2:31][CH2:30][NH:29][C:28](=[O:34])[C:27]=4[CH:26]=3)[CH:18]=[CH:19][CH:20]=2)[N:15]=1)([CH3:12])[CH2:3][NH:4]C(=O)OC(C)(C)C.C(O)(C(F)(F)F)=O, predict the reaction product. (5) Given the reactants [C:1]1([CH3:29])[CH:6]=[CH:5][CH:4]=[CH:3][C:2]=1[O:7][C:8]1[CH:13]=[CH:12][CH:11]=[CH:10][C:9]=1[C:14]([C@@H:16]1[CH2:21][CH2:20][CH2:19][N:18]([C:22]([O:24][C:25]([CH3:28])([CH3:27])[CH3:26])=[O:23])[CH2:17]1)=[O:15], predict the reaction product. The product is: [C:1]1([CH3:29])[CH:6]=[CH:5][CH:4]=[CH:3][C:2]=1[O:7][C:8]1[CH:13]=[CH:12][CH:11]=[CH:10][C:9]=1[C@:14]([C@@H:16]1[CH2:21][CH2:20][CH2:19][N:18]([C:22]([O:24][C:25]([CH3:26])([CH3:28])[CH3:27])=[O:23])[CH2:17]1)([OH:15])[CH2:5][CH2:6][CH2:1][CH2:2][O:7][CH3:8].